Dataset: Full USPTO retrosynthesis dataset with 1.9M reactions from patents (1976-2016). Task: Predict the reactants needed to synthesize the given product. (1) The reactants are: [F:1][C:2]1[CH:7]=[CH:6][C:5]([CH:8]([C:21]2[CH:26]=[CH:25][C:24]([C:27]3[CH:32]=[CH:31][C:30]([C:33](O)=[O:34])=[CH:29][CH:28]=3)=[CH:23][CH:22]=2)[CH2:9]/[C:10](=[N:19]\[OH:20])/[C:11]2[CH:16]=[CH:15][C:14](=[O:17])[N:13]([CH3:18])[CH:12]=2)=[C:4]([CH3:36])[CH:3]=1.Cl.[CH3:38][O:39][C:40](=[O:43])[CH2:41][NH2:42]. Given the product [CH3:38][O:39][C:40](=[O:43])[CH2:41][NH:42][C:33]([C:30]1[CH:31]=[CH:32][C:27]([C:24]2[CH:25]=[CH:26][C:21]([CH:8]([C:5]3[CH:6]=[CH:7][C:2]([F:1])=[CH:3][C:4]=3[CH3:36])[CH2:9]/[C:10](=[N:19]\[OH:20])/[C:11]3[CH:16]=[CH:15][C:14](=[O:17])[N:13]([CH3:18])[CH:12]=3)=[CH:22][CH:23]=2)=[CH:28][CH:29]=1)=[O:34], predict the reactants needed to synthesize it. (2) Given the product [Cl:1][C:2]1[CH:7]=[C:6]([NH:8][C:9]2[CH:14]=[CH:13][C:12]([F:15])=[CH:11][C:10]=2[F:16])[CH:5]=[CH:4][C:3]=1[C:17]([C:19]1[CH:24]=[C:23]([N:25]2[CH:29]=[C:28]([CH2:30][CH2:31][NH:32][CH2:33][CH3:34])[N:27]=[N:26]2)[CH:22]=[CH:21][C:20]=1[CH3:38])=[O:18], predict the reactants needed to synthesize it. The reactants are: [Cl:1][C:2]1[CH:7]=[C:6]([NH:8][C:9]2[CH:14]=[CH:13][C:12]([F:15])=[CH:11][C:10]=2[F:16])[CH:5]=[CH:4][C:3]=1[C:17]([C:19]1[CH:24]=[C:23]([N:25]2[CH:29]=[C:28]([CH2:30][CH2:31][N:32]3CCO[CH2:34][CH2:33]3)[N:27]=[N:26]2)[CH:22]=[CH:21][C:20]=1[CH3:38])=[O:18].ClC1C=C(NC2C=CC(F)=CC=2F)C=CC=1C(C1C=C(N2C=C(CCOS(C3C=CC(C)=CC=3)(=O)=O)N=N2)C=CC=1C)=O.Cl.C(N)C. (3) Given the product [Cl:27][C:24]1[CH:25]=[CH:26][C:21]([C:20]([N:16]2[CH2:15][CH:14]([N:11]3[CH2:12][CH2:13][NH:8][CH2:9][CH2:10]3)[CH:18]([OH:19])[CH2:17]2)=[O:28])=[CH:22][CH:23]=1, predict the reactants needed to synthesize it. The reactants are: C(OC([N:8]1[CH2:13][CH2:12][N:11]([CH:14]2[CH:18]([OH:19])[CH2:17][N:16]([C:20](=[O:28])[C:21]3[CH:26]=[CH:25][C:24]([Cl:27])=[CH:23][CH:22]=3)[CH2:15]2)[CH2:10][CH2:9]1)=O)(C)(C)C.C([O-])(=O)C.[NH4+].